Task: Predict the reactants needed to synthesize the given product.. Dataset: Full USPTO retrosynthesis dataset with 1.9M reactions from patents (1976-2016) (1) Given the product [C:1]([N:5]([C:13]1[N:23]=[CH:22][C:21]2[C:20]3[S:24][C:25]([C:27](=[O:36])[N:28]([C:29]4[CH:34]=[CH:33][CH:32]=[CH:31][C:30]=4[Cl:35])[CH3:37])=[CH:26][C:19]=3[CH2:18][CH2:17][O:16][C:15]=2[CH:14]=1)[C:6](=[O:12])[O:7][C:8]([CH3:11])([CH3:10])[CH3:9])([CH3:2])([CH3:3])[CH3:4], predict the reactants needed to synthesize it. The reactants are: [C:1]([N:5]([C:13]1[N:23]=[CH:22][C:21]2[C:20]3[S:24][C:25]([C:27](=[O:36])[NH:28][C:29]4[CH:34]=[CH:33][CH:32]=[CH:31][C:30]=4[Cl:35])=[CH:26][C:19]=3[CH2:18][CH2:17][O:16][C:15]=2[CH:14]=1)[C:6](=[O:12])[O:7][C:8]([CH3:11])([CH3:10])[CH3:9])([CH3:4])([CH3:3])[CH3:2].[CH3:37]I.[H-].[Na+]. (2) Given the product [OH:45][CH2:44][C:30]1[CH:31]=[C:32]([NH:34][CH:35]([C:36]2[CH:41]=[N:40][C:39]([O:42][CH3:43])=[CH:38][N:37]=2)[C:8]([C:10]2[C:18]3[C:13](=[CH:14][CH:15]=[CH:16][CH:17]=3)[NH:12][CH:11]=2)=[O:9])[CH:33]=[C:28]([O:27][CH3:26])[CH:29]=1, predict the reactants needed to synthesize it. The reactants are: C(N(CC)CC)C.[CH:8]([C:10]1[C:18]2[C:13](=[CH:14][CH:15]=[CH:16][CH:17]=2)[N:12](C(OC(C)(C)C)=O)[CH:11]=1)=[O:9].[CH3:26][O:27][C:28]1[CH:29]=[C:30]([CH2:44][OH:45])[CH:31]=[C:32]([N:34]=[CH:35][C:36]2[CH:41]=[N:40][C:39]([O:42][CH3:43])=[CH:38][N:37]=2)[CH:33]=1. (3) Given the product [CH3:17][C:10](=[CH2:9])[C:11]([O:13][CH2:14][CH2:15][NH:16][S:20]([C:19]([F:32])([F:31])[F:18])(=[O:22])=[O:21])=[O:12], predict the reactants needed to synthesize it. The reactants are: C(N(CC)CC)C.Cl.[CH3:9][C:10](=[CH2:17])[C:11]([O:13][CH2:14][CH2:15][NH2:16])=[O:12].[F:18][C:19]([F:32])([F:31])[S:20](O[S:20]([C:19]([F:32])([F:31])[F:18])(=[O:22])=[O:21])(=[O:22])=[O:21]. (4) Given the product [CH:1]1([N:5]2[CH2:11][CH2:10][C:9]3[CH:12]=[CH:13][C:14]([NH:16][C:17](=[O:25])[C:18]4[CH:23]=[CH:22][CH:21]=[C:20]([N:42]5[CH:46]=[CH:45][CH:44]=[N:43]5)[CH:19]=4)=[CH:15][C:8]=3[CH2:7][CH2:6]2)[CH2:4][CH2:3][CH2:2]1, predict the reactants needed to synthesize it. The reactants are: [CH:1]1([N:5]2[CH2:11][CH2:10][C:9]3[CH:12]=[CH:13][C:14]([NH:16][C:17](=[O:25])[C:18]4[CH:23]=[CH:22][CH:21]=[C:20](I)[CH:19]=4)=[CH:15][C:8]=3[CH2:7][CH2:6]2)[CH2:4][CH2:3][CH2:2]1.P([O-])([O-])([O-])=O.[K+].[K+].[K+].[C@@H]1(N)CCCC[C@H]1N.[NH:42]1[CH:46]=[CH:45][CH:44]=[N:43]1. (5) Given the product [NH:12]([C:2]1[CH:3]=[C:4]([CH:9]=[CH:10][CH:11]=1)[C:5]([O:7][CH3:8])=[O:6])[C:13]1[CH:18]=[CH:17][CH:16]=[CH:15][CH:14]=1, predict the reactants needed to synthesize it. The reactants are: Br[C:2]1[CH:3]=[C:4]([CH:9]=[CH:10][CH:11]=1)[C:5]([O:7][CH3:8])=[O:6].[NH2:12][C:13]1[CH:18]=[CH:17][CH:16]=[CH:15][CH:14]=1.C(=O)([O-])[O-].[Cs+].[Cs+].C1(P(C2C=CC=CC=2)C2C=CC3C(=CC=CC=3)C=2C2C3C(=CC=CC=3)C=CC=2P(C2C=CC=CC=2)C2C=CC=CC=2)C=CC=CC=1. (6) The reactants are: Br[C:2]1[S:3][CH:4]=[C:5]([C:7]2[CH:12]=[CH:11][C:10]([NH:13][S:14]([C:17]([F:20])([F:19])[F:18])(=[O:16])=[O:15])=[CH:9][C:8]=2[Cl:21])[N:6]=1.[NH:22]1[C:30]2[C:25](=[C:26](B(O)O)[CH:27]=[CH:28][CH:29]=2)[CH:24]=[CH:23]1.C(=O)([O-])[O-].[K+].[K+].CN(C)C=O. Given the product [Cl:21][C:8]1[CH:9]=[C:10]([NH:13][S:14]([C:17]([F:20])([F:19])[F:18])(=[O:16])=[O:15])[CH:11]=[CH:12][C:7]=1[C:5]1[N:6]=[C:2]([C:26]2[CH:27]=[CH:28][CH:29]=[C:30]3[C:25]=2[CH:24]=[CH:23][NH:22]3)[S:3][CH:4]=1, predict the reactants needed to synthesize it. (7) Given the product [CH2:1]([C:4]1[CH:5]=[C:6]([CH:9]=[CH:10][C:11]=1[O:12][CH2:19][C:20]1[CH:25]=[CH:24][CH:23]=[CH:22][CH:21]=1)[C:7]#[N:8])[CH:2]=[CH2:3], predict the reactants needed to synthesize it. The reactants are: [CH2:1]([C:4]1[CH:5]=[C:6]([CH:9]=[CH:10][C:11]=1[OH:12])[C:7]#[N:8])[CH:2]=[CH2:3].C(=O)([O-])[O-].[K+].[K+].[CH2:19](Br)[C:20]1[CH:25]=[CH:24][CH:23]=[CH:22][CH:21]=1. (8) Given the product [CH3:27][N:28]([CH3:32])[CH2:29][CH2:30][NH:31][C:24]([C:21]1[CH:22]=[CH:23][C:18]([C:14]2[CH:15]=[CH:16][CH:17]=[C:12]([CH2:11][S:10][CH2:9][CH2:8][O:1][C:2]3[CH:7]=[CH:6][CH:5]=[CH:4][CH:3]=3)[CH:13]=2)=[CH:19][CH:20]=1)=[O:25], predict the reactants needed to synthesize it. The reactants are: [O:1]([CH2:8][CH2:9][S:10][CH2:11][C:12]1[CH:13]=[C:14]([C:18]2[CH:23]=[CH:22][C:21]([C:24](O)=[O:25])=[CH:20][CH:19]=2)[CH:15]=[CH:16][CH:17]=1)[C:2]1[CH:7]=[CH:6][CH:5]=[CH:4][CH:3]=1.[CH3:27][N:28]([CH3:32])[CH2:29][CH2:30][NH2:31]. (9) Given the product [C:16]([C:15]1[CH:19]=[CH:20][CH:21]=[CH:22][C:14]=1[CH:10]1[CH2:11][CH2:12][CH2:13][N:8]([C:6]([O:5][C:1]([CH3:4])([CH3:3])[CH3:2])=[O:7])[CH2:9]1)(=[O:17])[NH2:23], predict the reactants needed to synthesize it. The reactants are: [C:1]([O:5][C:6]([N:8]1[CH2:13][CH2:12][CH2:11][CH:10]([C:14]2[CH:22]=[CH:21][CH:20]=[CH:19][C:15]=2[C:16](O)=[O:17])[CH2:9]1)=[O:7])([CH3:4])([CH3:3])[CH3:2].[NH3:23]. (10) Given the product [NH2:45][C:26]1[CH:25]=[C:24]2[C:29]([CH2:30][C@@H:31]([C:32](=[O:44])[NH:33][C@H:34]3[C:43]4[C:38](=[CH:39][CH:40]=[CH:41][CH:42]=4)[CH2:37][CH2:36][CH2:35]3)[N:22]([C:20]([C@H:10]([C:11]([CH3:18])([CH3:19])[S:12][CH2:13][C:14]([O:16][CH3:17])=[O:15])[NH:9][C:8](=[O:48])[C@H:7]([CH3:49])[N:6]([CH3:50])[C:5](=[O:51])[O:4][C:2]([CH3:52])([CH3:3])[CH3:1])=[O:21])[CH2:23]2)=[CH:28][CH:27]=1, predict the reactants needed to synthesize it. The reactants are: [CH3:1][C:2]([CH3:52])([O:4][C:5](=[O:51])[N:6]([CH3:50])[C@@H:7]([CH3:49])[C:8](=[O:48])[NH:9][C@H:10]([C:20]([N:22]1[C@H:31]([C:32](=[O:44])[NH:33][C@H:34]2[C:43]3[C:38](=[CH:39][CH:40]=[CH:41][CH:42]=3)[CH2:37][CH2:36][CH2:35]2)[CH2:30][C:29]2[C:24](=[CH:25][C:26]([N+:45]([O-])=O)=[CH:27][CH:28]=2)[CH2:23]1)=[O:21])[C:11]([CH3:19])([CH3:18])[S:12][CH2:13][C:14]([O:16][CH3:17])=[O:15])[CH3:3].CO.